From a dataset of NCI-60 drug combinations with 297,098 pairs across 59 cell lines. Regression. Given two drug SMILES strings and cell line genomic features, predict the synergy score measuring deviation from expected non-interaction effect. (1) Drug 1: CC1CCC2CC(C(=CC=CC=CC(CC(C(=O)C(C(C(=CC(C(=O)CC(OC(=O)C3CCCCN3C(=O)C(=O)C1(O2)O)C(C)CC4CCC(C(C4)OC)O)C)C)O)OC)C)C)C)OC. Drug 2: C1CC(=O)NC(=O)C1N2C(=O)C3=CC=CC=C3C2=O. Cell line: NCI-H522. Synergy scores: CSS=5.73, Synergy_ZIP=-0.930, Synergy_Bliss=1.95, Synergy_Loewe=-5.51, Synergy_HSA=1.80. (2) Drug 1: CCN(CC)CCCC(C)NC1=C2C=C(C=CC2=NC3=C1C=CC(=C3)Cl)OC. Drug 2: C1CC(=O)NC(=O)C1N2C(=O)C3=CC=CC=C3C2=O. Cell line: MDA-MB-435. Synergy scores: CSS=37.2, Synergy_ZIP=6.09, Synergy_Bliss=10.1, Synergy_Loewe=3.74, Synergy_HSA=5.11. (3) Drug 1: CCC1=CC2CC(C3=C(CN(C2)C1)C4=CC=CC=C4N3)(C5=C(C=C6C(=C5)C78CCN9C7C(C=CC9)(C(C(C8N6C)(C(=O)OC)O)OC(=O)C)CC)OC)C(=O)OC.C(C(C(=O)O)O)(C(=O)O)O. Drug 2: CN(C)C1=NC(=NC(=N1)N(C)C)N(C)C. Cell line: SK-MEL-2. Synergy scores: CSS=47.5, Synergy_ZIP=0.249, Synergy_Bliss=-1.28, Synergy_Loewe=-65.9, Synergy_HSA=-3.66. (4) Drug 1: C#CCC(CC1=CN=C2C(=N1)C(=NC(=N2)N)N)C3=CC=C(C=C3)C(=O)NC(CCC(=O)O)C(=O)O. Drug 2: CC12CCC3C(C1CCC2OP(=O)(O)O)CCC4=C3C=CC(=C4)OC(=O)N(CCCl)CCCl.[Na+]. Cell line: BT-549. Synergy scores: CSS=31.2, Synergy_ZIP=8.70, Synergy_Bliss=10.6, Synergy_Loewe=6.43, Synergy_HSA=5.97.